Dataset: Catalyst prediction with 721,799 reactions and 888 catalyst types from USPTO. Task: Predict which catalyst facilitates the given reaction. Reactant: [C:1]([C:3]1[CH:4]=[C:5]([CH:15]2[C:24]([CH3:26])([CH3:25])[CH2:23][C:22]3[C:17](=[CH:18][CH:19]=[C:20]([C:27]([OH:29])=O)[CH:21]=3)[NH:16]2)[CH:6]=[C:7]([N:9]2[CH2:14][CH2:13][O:12][CH2:11][CH2:10]2)[CH:8]=1)#[N:2].Cl.CN(C)CCCN=C=NCC.[CH3:42][S:43]([NH2:46])(=[O:45])=[O:44]. Product: [C:1]([C:3]1[CH:4]=[C:5]([CH:15]2[C:24]([CH3:26])([CH3:25])[CH2:23][C:22]3[C:17](=[CH:18][CH:19]=[C:20]([C:27]([NH:46][S:43]([CH3:42])(=[O:45])=[O:44])=[O:29])[CH:21]=3)[NH:16]2)[CH:6]=[C:7]([N:9]2[CH2:10][CH2:11][O:12][CH2:13][CH2:14]2)[CH:8]=1)#[N:2]. The catalyst class is: 119.